From a dataset of CYP1A2 inhibition data for predicting drug metabolism from PubChem BioAssay. Regression/Classification. Given a drug SMILES string, predict its absorption, distribution, metabolism, or excretion properties. Task type varies by dataset: regression for continuous measurements (e.g., permeability, clearance, half-life) or binary classification for categorical outcomes (e.g., BBB penetration, CYP inhibition). Dataset: cyp1a2_veith. (1) The compound is CC(=O)Nc1cccn2c(C(F)(F)F)nnc12. The result is 1 (inhibitor). (2) The compound is Cc1cc(C)c(C(N)=O)c(NC(=O)Nc2ccccc2)n1. The result is 1 (inhibitor).